From a dataset of Reaction yield outcomes from USPTO patents with 853,638 reactions. Predict the reaction yield, written as a fraction of the theoretical maximum amount of product (1.0 means a 100% yield; for example, 0.34 means a 34% yield). The reactants are [NH2:1][C@@H:2]1[CH2:6][CH2:5][N:4]([C:7]([O:9][C:10]([CH3:13])([CH3:12])[CH3:11])=[O:8])[CH2:3]1.F[C:15]1[CH:20]=[CH:19][C:18]([C:21]#[N:22])=[CH:17][N:16]=1.CCN(C(C)C)C(C)C.C(O)CC. The catalyst is CCOC(C)=O. The product is [C:21]([C:18]1[CH:19]=[CH:20][C:15]([NH:1][C@@H:2]2[CH2:6][CH2:5][N:4]([C:7]([O:9][C:10]([CH3:13])([CH3:12])[CH3:11])=[O:8])[CH2:3]2)=[N:16][CH:17]=1)#[N:22]. The yield is 0.880.